Regression. Given a peptide amino acid sequence and an MHC pseudo amino acid sequence, predict their binding affinity value. This is MHC class I binding data. From a dataset of Peptide-MHC class I binding affinity with 185,985 pairs from IEDB/IMGT. The peptide sequence is AEVVPGFQAL. The MHC is Mamu-B01 with pseudo-sequence Mamu-B01. The binding affinity (normalized) is 0.